From a dataset of Experimentally validated miRNA-target interactions with 360,000+ pairs, plus equal number of negative samples. Binary Classification. Given a miRNA mature sequence and a target amino acid sequence, predict their likelihood of interaction. (1) The miRNA is hsa-miR-4786-3p with sequence UGAAGCCAGCUCUGGUCUGGGC. The protein sequence of the target gene is MEFPFDVDALFPERITVLDQHLRPPARRPGTTTPARVDLQQQIMTIVDELGKASAKAQHLPAPITSALRMQSNRHVIYILKDTSARPAGKGAIIGFLKVGYKKLFVLDDREAHNEVEPLCILDFYIHESVQRHGHGRELFQHMLQKERVEPHQLAIDRPSPKLLKFLNKHYNLETTVPQVNNFVIFEGFFAHQHRPPTSSLRATRHSRAAVADPIPAAPARKLPPKRAEGDIKPYSSSDREFLKVAVEPPWPLNRAPRRATPPAHPPPRSSSLGNSPDRGPLRPFVPEQELLRSLRLCPP.... Result: 0 (no interaction). (2) The miRNA is hsa-miR-4774-5p with sequence UCUGGUAUGUAGUAGGUAAUAA. The protein sequence of the target gene is MSVKKKDLITLQDPEAKYPLPLIEKEQISHNTRRFRFGLPSPDHVLGLPVGNYVHLLAQINNELVIRAYTPVSSDDDQGFVDLIIKIYFKNVHPKYPEGGKMTQYLENMKIGDTILFRGPTGRLFYNEPGTLLIKANKTSEPEKKLVHHLGMIAGGTGITPMLQLIRHITKDTSDETRMSLLFANQTEEDILLRKELEEVATTHHKQFNLWYTLDRPPSDWKYSSGFVSADMIKEHLPPPGEDTLILVCGPPPLIQAAAHPSLEQLSYTKDMIFIY. Result: 0 (no interaction). (3) The miRNA is hsa-miR-1231 with sequence GUGUCUGGGCGGACAGCUGC. The protein sequence of the target gene is MSNVSGILETAGVPLVSANWPQPSPPPAVPAGPQMDHMGNSSQGAPWLFLTSALARGVSGIFVWTALVLTCHQIYLHLRSYTVPQEQRYIIRLLLIVPIYAFDSWLSLLLLGDHQYYVYFDSVRDCYEAFVIYSFLSLCFQYLGGEGAIMAEIRGKPIKSSCLYGTCCLRGMTYSIGFLRFCKQATLQFCLVKPVMAVTTIILQAFGKYHDGDFNVRSGYLYVTLIYNASVSLALYALFLFYFTTRELLRPFQPVLKFLTIKAVIFLSFWQGLLLAILERCGVIPEVETSGGNKLGAGTL.... Result: 1 (interaction). (4) The miRNA is hsa-miR-429 with sequence UAAUACUGUCUGGUAAAACCGU. The protein sequence of the target gene is MRGAMELEPELLLQEARENVEAAQSYRRELGHRLEGLREARRQIKESASQTRDVLKQHFNDLKGTLGKLLDERLVTLLQEVDTIEQETIKPLDDCQKLIEHGVNTAEDLVREGEIAMLGGVGEENEKLWSFTKKASHIQLDSLPEVPLLVDVPCLSAQLDDSILNIVKDHIFKHGTVASRPPVQIEELIEKPGGIIVRWCKVDDDFTAQDYRLQFRKCTSNHFEDVYVGSETEFIVLHIDPNVDYQFRVCARGDGRQEWSPWSVPQIGHSTLVPHEWTAGFEGYSLSSRRNIALRNDSES.... Result: 1 (interaction). (5) The miRNA is mmu-miR-6920-5p with sequence ACACAAUGGAAAGACUGCUUGU. The protein sequence of the target gene is MPKNSKVVKRDLDDDVIESVKDLLSNEDSVEEVSKKSELIVDVQEEKDTDAEDGSEADDERPAWNSKLQYILAQVGFSVGLGNVWRFPYLCQKNGGGAYLLPYLILLLVIGIPLFFLELSVGQRIRRGSIGVWNYISPKLGGIGFASCVVCYFVALYYNVIIGWTLFYFSQSFQQPLPWDQCPLVKNASHTYVEPECEQSSATTYYWYREALDITSSISDSGGLNWKMTVCLLVAWVMVCLAMIKGIQSSGKIMYFSSLFPYVVLICFLIRSLLLNGSIDGIRHMFTPKLEMMLEPKVWR.... Result: 0 (no interaction).